From a dataset of Reaction yield outcomes from USPTO patents with 853,638 reactions. Predict the reaction yield, written as a fraction of the theoretical maximum amount of product (1.0 means a 100% yield; for example, 0.34 means a 34% yield). (1) The reactants are [NH2:1][C@@H:2]1[C@H:7]([NH:8][C:9]2[N:14]=[C:13](Cl)[C:12]3[C:16](=[O:30])[N:17]([CH2:19][C:20]4[CH:25]=[CH:24][C:23]([O:26][CH3:27])=[CH:22][C:21]=4[O:28][CH3:29])[CH2:18][C:11]=3[C:10]=2[F:31])[CH2:6][CH2:5][O:4][CH2:3]1.[N:32]1[N:36]2[CH:37]=[CH:38][CH:39]=[CH:40][C:35]2=[C:34](B(O)O)[CH:33]=1.C([O-])(O)=O.[Na+]. The catalyst is O1CCOCC1.Cl[Pd](Cl)([P](C1C=CC=CC=1)(C1C=CC=CC=1)C1C=CC=CC=1)[P](C1C=CC=CC=1)(C1C=CC=CC=1)C1C=CC=CC=1. The product is [NH2:1][C@@H:2]1[C@H:7]([NH:8][C:9]2[N:14]=[C:13]([C:34]3[CH:33]=[N:32][N:36]4[CH:37]=[CH:38][CH:39]=[CH:40][C:35]=34)[C:12]3[C:16](=[O:30])[N:17]([CH2:19][C:20]4[CH:25]=[CH:24][C:23]([O:26][CH3:27])=[CH:22][C:21]=4[O:28][CH3:29])[CH2:18][C:11]=3[C:10]=2[F:31])[CH2:6][CH2:5][O:4][CH2:3]1. The yield is 1.00. (2) The reactants are [OH-:1].[Na+].[CH2:3]([N:5]1[CH2:10][CH2:9][N:8]([CH2:11][C:12]2[CH:42]=[CH:41][C:15]([C:16](N[C@H]3[C@H]4[C@@H]3OC3C=CC(OC5C6CCC(=O)NC=6N=CC=5)=CC=34)=[O:17])=[CH:14][C:13]=2[CH3:43])[CH2:7][CH2:6]1)[CH3:4].Cl.[CH3:45]O.O. No catalyst specified. The product is [CH2:3]([N:5]1[CH2:6][CH2:7][N:8]([CH2:11][C:12]2[CH:42]=[CH:41][C:15]([C:16]([O:17][CH3:45])=[O:1])=[CH:14][C:13]=2[CH3:43])[CH2:9][CH2:10]1)[CH3:4]. The yield is 0.960. (3) The reactants are [F:1][C:2]1[C:3]([CH:22]=O)=[CH:4][N:5]([S:13]([C:16]2[CH:17]=[N:18][CH:19]=[CH:20][CH:21]=2)(=[O:15])=[O:14])[C:6]=1[C:7]1[CH:12]=[CH:11][CH:10]=[CH:9][CH:8]=1.[CH3:24][NH2:25].[BH4-].[Na+].CO. The yield is 0.390. The catalyst is O1CCCC1. The product is [F:1][C:2]1[C:3]([CH2:22][NH:25][CH3:24])=[CH:4][N:5]([S:13]([C:16]2[CH:17]=[N:18][CH:19]=[CH:20][CH:21]=2)(=[O:15])=[O:14])[C:6]=1[C:7]1[CH:12]=[CH:11][CH:10]=[CH:9][CH:8]=1. (4) The reactants are [CH3:1][O:2][C:3]1[CH:4]=[C:5]([CH:9]2[CH2:13][O:12][CH2:11][CH:10]2[OH:14])[CH:6]=[CH:7][CH:8]=1.[Cr](Cl)(O)(=O)=O.N1C=CC=CC=1.ClCCl. The catalyst is CCOCC. The product is [CH3:1][O:2][C:3]1[CH:4]=[C:5]([CH:9]2[CH2:13][O:12][CH2:11][C:10]2=[O:14])[CH:6]=[CH:7][CH:8]=1. The yield is 0.550. (5) The reactants are Cl.[NH:2]1[CH2:5][CH:4]([OH:6])[CH2:3]1.C(N(CC)CC)C.Cl[C:15]([O:17][CH2:18][C:19]1[CH:24]=[CH:23][CH:22]=[CH:21][CH:20]=1)=[O:16]. The catalyst is O1CCCC1.O. The product is [OH:6][CH:4]1[CH2:5][N:2]([C:15]([O:17][CH2:18][C:19]2[CH:24]=[CH:23][CH:22]=[CH:21][CH:20]=2)=[O:16])[CH2:3]1. The yield is 0.330. (6) The reactants are [Br:1][C:2]1[CH:7]=[CH:6][C:5]([S:8]([O:11][CH2:12][CH2:13][C@@H:14]([CH:16]2[CH2:21][CH2:20][CH2:19][CH2:18][CH2:17]2)[OH:15])(=[O:10])=[O:9])=[CH:4][CH:3]=1.[Cr](Cl)([O-])(=O)=O.[NH+]1C=CC=CC=1. The catalyst is ClCCl. The product is [Br:1][C:2]1[CH:3]=[CH:4][C:5]([S:8]([O:11][CH2:12][CH2:13][C:14]([CH:16]2[CH2:21][CH2:20][CH2:19][CH2:18][CH2:17]2)=[O:15])(=[O:9])=[O:10])=[CH:6][CH:7]=1. The yield is 0.960. (7) The reactants are [NH:1]1[C:9]2[C:4](=[CH:5][CH:6]=[CH:7][CH:8]=2)[CH2:3][C:2]1=[O:10].[CH3:11][N:12]([CH3:33])[CH2:13][CH2:14][N:15]([CH3:32])[C:16]1[CH:21]=[CH:20][C:19]([C:22]2[CH:27]=[C:26]([CH3:28])[CH:25]=[C:24]([CH3:29])[CH:23]=2)=[CH:18][C:17]=1[CH:30]=O. No catalyst specified. The product is [CH3:11][N:12]([CH3:33])[CH2:13][CH2:14][N:15]([CH3:32])[C:16]1[CH:21]=[CH:20][C:19]([C:22]2[CH:27]=[C:26]([CH3:28])[CH:25]=[C:24]([CH3:29])[CH:23]=2)=[CH:18][C:17]=1[CH:30]=[C:3]1[C:4]2[C:9](=[CH:8][CH:7]=[CH:6][CH:5]=2)[NH:1][C:2]1=[O:10]. The yield is 0.500.